From a dataset of Reaction yield outcomes from USPTO patents with 853,638 reactions. Predict the reaction yield, written as a fraction of the theoretical maximum amount of product (1.0 means a 100% yield; for example, 0.34 means a 34% yield). (1) The reactants are [Cl:1][C:2]1[N:7]=[C:6]([NH:8][C:9]2[CH:17]=[C:16]3[C:12]([C:13]([CH3:18])=[N:14][NH:15]3)=[CH:11][CH:10]=2)[CH:5]=[CH:4][N:3]=1.C(N(CC)CC)C.C(#N)C.[C:29](O[C:29]([O:31][C:32]([CH3:35])([CH3:34])[CH3:33])=[O:30])([O:31][C:32]([CH3:35])([CH3:34])[CH3:33])=[O:30]. The catalyst is CN(C)C1C=CN=CC=1.O.CN(C=O)C. The product is [Cl:1][C:2]1[N:7]=[C:6]([NH:8][C:9]2[CH:17]=[C:16]3[C:12]([C:13]([CH3:18])=[N:14][N:15]3[C:29]([O:31][C:32]([CH3:35])([CH3:34])[CH3:33])=[O:30])=[CH:11][CH:10]=2)[CH:5]=[CH:4][N:3]=1. The yield is 0.850. (2) The catalyst is CN(C=O)C.C(OCC)(=O)C. The product is [Br:18][C:3]1[CH:4]=[C:5]2[C:10](=[CH:11][C:2]=1[F:1])[O:9][C:8]([CH3:13])([CH3:12])[CH2:7][CH:6]2[C:14]([O:16][CH3:17])=[O:15]. The reactants are [F:1][C:2]1[CH:11]=[C:10]2[C:5]([CH:6]([C:14]([O:16][CH3:17])=[O:15])[CH2:7][C:8]([CH3:13])([CH3:12])[O:9]2)=[CH:4][CH:3]=1.[Br:18]N1C(=O)CCC1=O. The yield is 0.932. (3) The reactants are [CH3:1][O:2][C:3]1[CH:4]=[C:5]2[C:10](=[CH:11][C:12]=1[O:13][CH3:14])[N:9]=[C:8]([C:15]1[CH:20]=[C:19]([O:21][CH3:22])[C:18]([O:23][CH3:24])=[C:17]([O:25][CH3:26])[CH:16]=1)[N:7]=[C:6]2[C:27](O)=[O:28].Cl.[CH3:31][O:32][C:33]1[CH:34]=[C:35]2[C:40](=[CH:41][CH:42]=1)[CH2:39][NH:38][CH2:37][CH2:36]2. No catalyst specified. The product is [CH3:1][O:2][C:3]1[CH:4]=[C:5]2[C:10](=[CH:11][C:12]=1[O:13][CH3:14])[N:9]=[C:8]([C:15]1[CH:20]=[C:19]([O:21][CH3:22])[C:18]([O:23][CH3:24])=[C:17]([O:25][CH3:26])[CH:16]=1)[N:7]=[C:6]2[C:27]([N:38]1[CH2:37][CH2:36][C:35]2[C:40](=[CH:41][CH:42]=[C:33]([O:32][CH3:31])[CH:34]=2)[CH2:39]1)=[O:28]. The yield is 0.327. (4) The product is [C:65]([C:62]1[CH:63]=[CH:64][C:59]([C:54]2[CH:55]=[CH:56][C:57]3[NH:58][C:26]([C@@H:2]([NH:1][C:29](=[O:30])[O:31][C:32]([CH3:35])([CH3:34])[CH3:33])[CH2:3][C:4](=[O:25])[NH:5][C:6]([C:7]4[CH:12]=[CH:11][CH:10]=[CH:9][CH:8]=4)([C:19]4[CH:20]=[CH:21][CH:22]=[CH:23][CH:24]=4)[C:13]4[CH:14]=[CH:15][CH:16]=[CH:17][CH:18]=4)=[N:51][C:52]=3[CH:53]=2)=[CH:60][C:61]=1[F:67])#[N:66]. The catalyst is C(#N)C. The reactants are [NH:1]([C:29]([O:31][C:32]([CH3:35])([CH3:34])[CH3:33])=[O:30])[C@H:2]([C:26](O)=O)[CH2:3][C:4](=[O:25])[NH:5][C:6]([C:19]1[CH:24]=[CH:23][CH:22]=[CH:21][CH:20]=1)([C:13]1[CH:18]=[CH:17][CH:16]=[CH:15][CH:14]=1)[C:7]1[CH:12]=[CH:11][CH:10]=[CH:9][CH:8]=1.CN1CCOCC1.ClC(OCC(C)C)=O.[NH2:51][C:52]1[CH:53]=[C:54]([C:59]2[CH:64]=[CH:63][C:62]([C:65]#[N:66])=[C:61]([F:67])[CH:60]=2)[CH:55]=[CH:56][C:57]=1[NH2:58]. The yield is 0.600. (5) The reactants are Br[C:2]1[N:3]=[C:4]2[C:10]([C:11]([NH:13][C:14]([CH3:17])([CH3:16])[CH3:15])=[O:12])=[CH:9][N:8]([CH2:18][O:19][CH2:20][CH2:21][Si:22]([CH3:25])([CH3:24])[CH3:23])[C:5]2=[N:6][CH:7]=1.Cl.[CH3:27][C:28]1[CH:32]=[C:31]([NH2:33])[S:30][N:29]=1.C1C=CC(P(C2C(C3C(P(C4C=CC=CC=4)C4C=CC=CC=4)=CC=C4C=3C=CC=C4)=C3C(C=CC=C3)=CC=2)C2C=CC=CC=2)=CC=1. The catalyst is CN(C=O)C.C1(C)C=CC=CC=1.O.C([O-])(=O)C.[Pd+2].C([O-])(=O)C.CC(C)([O-])C.[Na+]. The product is [C:14]([NH:13][C:11]([C:10]1[C:4]2[C:5](=[N:6][CH:7]=[C:2]([NH:33][C:31]3[S:30][N:29]=[C:28]([CH3:27])[CH:32]=3)[N:3]=2)[N:8]([CH2:18][O:19][CH2:20][CH2:21][Si:22]([CH3:25])([CH3:24])[CH3:23])[CH:9]=1)=[O:12])([CH3:17])([CH3:16])[CH3:15]. The yield is 0.200. (6) The reactants are C(Cl)(=O)C(Cl)=O.CS(C)=O.[CH2:11]([O:18][C@@H:19]1[C@@H:24]([O:25][CH2:26][C:27]2[CH:32]=[CH:31][CH:30]=[CH:29][CH:28]=2)[C@H:23]([O:33][CH2:34][C:35]2[CH:40]=[CH:39][CH:38]=[CH:37][CH:36]=2)[C:22]([CH2:52][O:53][CH2:54][C:55]2[CH:60]=[CH:59][C:58]([O:61][CH3:62])=[CH:57][CH:56]=2)([CH2:41][O:42][CH2:43][C:44]2[CH:49]=[CH:48][C:47]([O:50][CH3:51])=[CH:46][CH:45]=2)[O:21][CH:20]1[OH:63])[C:12]1[CH:17]=[CH:16][CH:15]=[CH:14][CH:13]=1.C(N(CC)CC)C. The catalyst is ClCCl. The product is [CH2:11]([O:18][C@@H:19]1[C@@H:24]([O:25][CH2:26][C:27]2[CH:28]=[CH:29][CH:30]=[CH:31][CH:32]=2)[C@H:23]([O:33][CH2:34][C:35]2[CH:40]=[CH:39][CH:38]=[CH:37][CH:36]=2)[C:22]([CH2:52][O:53][CH2:54][C:55]2[CH:56]=[CH:57][C:58]([O:61][CH3:62])=[CH:59][CH:60]=2)([CH2:41][O:42][CH2:43][C:44]2[CH:45]=[CH:46][C:47]([O:50][CH3:51])=[CH:48][CH:49]=2)[O:21][C:20]1=[O:63])[C:12]1[CH:13]=[CH:14][CH:15]=[CH:16][CH:17]=1. The yield is 0.720. (7) The reactants are FC(F)(F)S(O[C:7]1[CH:12]=[CH:11][C:10]([C:13](=[O:15])[CH3:14])=[C:9]([CH3:16])[CH:8]=1)(=O)=O.[N+:19]([C:22]1[CH:27]=[CH:26][C:25](B(O)O)=[CH:24][CH:23]=1)([O-:21])=[O:20].C(=O)([O-])[O-].[Na+].[Na+].O1CCOCC1. The catalyst is C1(C)C=CC=CC=1. The product is [CH3:16][C:9]1[CH:8]=[C:7]([C:25]2[CH:26]=[CH:27][C:22]([N+:19]([O-:21])=[O:20])=[CH:23][CH:24]=2)[CH:12]=[CH:11][C:10]=1[C:13](=[O:15])[CH3:14]. The yield is 0.990. (8) The reactants are [O:1]1[CH:5]=[CH:4][CH:3]=[C:2]1[C:6]1[O:7][C:8]([CH3:23])=[C:9]([CH2:11][O:12][C:13]2[CH:18]=[CH:17][C:16]([CH2:19][OH:20])=[CH:15][C:14]=2[O:21][CH3:22])[N:10]=1.Cl[C:25]1[C:30]([C:31]#[N:32])=[CH:29][CH:28]=[CH:27][N:26]=1.CN(C)C=O.[H-].[Na+]. The catalyst is O. The product is [C:31]([C:30]1[C:25]([O:20][CH2:19][C:16]2[CH:17]=[CH:18][C:13]([O:12][CH2:11][C:9]3[N:10]=[C:6]([C:2]4[O:1][CH:5]=[CH:4][CH:3]=4)[O:7][C:8]=3[CH3:23])=[C:14]([O:21][CH3:22])[CH:15]=2)=[N:26][CH:27]=[CH:28][CH:29]=1)#[N:32]. The yield is 0.990. (9) The reactants are [Cl:1][C:2]1[C:11]2[C:6](=[CH:7][CH:8]=[C:9]([F:12])[CH:10]=2)[C:5]([OH:13])=[CH:4][N:3]=1.C([O-])([O-])=O.[K+].[K+].[CH2:20](I)[CH3:21]. The catalyst is C(#N)C. The product is [Cl:1][C:2]1[C:11]2[C:6](=[CH:7][CH:8]=[C:9]([F:12])[CH:10]=2)[C:5]([O:13][CH2:20][CH3:21])=[CH:4][N:3]=1. The yield is 0.700. (10) The reactants are [NH2:1][CH2:2][C:3]1[CH:12]=[CH:11][C:6]([C:7]([O:9][CH3:10])=[O:8])=[CH:5][CH:4]=1.[N+:13]([C:16]1[CH:17]=[C:18]([CH:22]=[CH:23][CH:24]=1)[C:19](Cl)=[O:20])([O-:15])=[O:14]. The catalyst is C(Cl)Cl. The product is [N+:13]([C:16]1[CH:17]=[C:18]([CH:22]=[CH:23][CH:24]=1)[C:19]([NH:1][CH2:2][C:3]1[CH:4]=[CH:5][C:6]([C:7]([O:9][CH3:10])=[O:8])=[CH:11][CH:12]=1)=[O:20])([O-:15])=[O:14]. The yield is 0.520.